From a dataset of Forward reaction prediction with 1.9M reactions from USPTO patents (1976-2016). Predict the product of the given reaction. Given the reactants [C:1]([O:5][C:6]([N:8]1[C:12]([C:14]2[CH:19]=[CH:18][CH:17]=[C:16]([Br:20])[CH:15]=2)([CH3:13])[CH2:11][O:10][S:9]1=[O:21])=[O:7])([CH3:4])([CH3:3])[CH3:2].[OH2:22], predict the reaction product. The product is: [C:1]([O:5][C:6]([N:8]1[C:12]([C:14]2[CH:19]=[CH:18][CH:17]=[C:16]([Br:20])[CH:15]=2)([CH3:13])[CH2:11][O:10][S:9]1(=[O:22])=[O:21])=[O:7])([CH3:2])([CH3:3])[CH3:4].